This data is from Full USPTO retrosynthesis dataset with 1.9M reactions from patents (1976-2016). The task is: Predict the reactants needed to synthesize the given product. Given the product [O:8]1[CH:12]=[CH:11][CH:10]=[C:9]1[C:13](=[O:14])[CH2:1][C:2]1[CH:7]=[CH:6][N:5]=[CH:4][N:3]=1, predict the reactants needed to synthesize it. The reactants are: [CH3:1][C:2]1[CH:7]=[CH:6][N:5]=[CH:4][N:3]=1.[O:8]1[CH:12]=[CH:11][CH:10]=[C:9]1[C:13](OCC)=[O:14].C[Si]([N-][Si](C)(C)C)(C)C.[Li+].